Dataset: TCR-epitope binding with 47,182 pairs between 192 epitopes and 23,139 TCRs. Task: Binary Classification. Given a T-cell receptor sequence (or CDR3 region) and an epitope sequence, predict whether binding occurs between them. (1) The epitope is KLSYGIATV. The TCR CDR3 sequence is CASSSEDEDQETQYF. Result: 1 (the TCR binds to the epitope). (2) The epitope is RLQSLQTYV. The TCR CDR3 sequence is CASSLAGVADYEQYF. Result: 0 (the TCR does not bind to the epitope). (3) The epitope is LLSAGIFGA. The TCR CDR3 sequence is CASSLGGEQYF. Result: 0 (the TCR does not bind to the epitope). (4) The epitope is FLNGSCGSV. The TCR CDR3 sequence is CASSFGNYGYTF. Result: 1 (the TCR binds to the epitope). (5) The epitope is KLGGALQAK. The TCR CDR3 sequence is CATSDRSQGVNTGELFF. Result: 1 (the TCR binds to the epitope). (6) The epitope is QIKVRVKMV. The TCR CDR3 sequence is CSVTGGAGLSEQYF. Result: 0 (the TCR does not bind to the epitope). (7) The epitope is KAYNVTQAF. The TCR CDR3 sequence is CASGTKYYGYTF. Result: 0 (the TCR does not bind to the epitope). (8) The epitope is KRWIILGLNK. The TCR CDR3 sequence is CAWSLTGMNQPQHF. Result: 1 (the TCR binds to the epitope). (9) The epitope is GVAMPNLYK. The TCR CDR3 sequence is CASSFRDEQFF. Result: 0 (the TCR does not bind to the epitope). (10) The epitope is LEPLVDLPI. The TCR CDR3 sequence is CASSSSRSVVAGTGELFF. Result: 1 (the TCR binds to the epitope).